Task: Predict which catalyst facilitates the given reaction.. Dataset: Catalyst prediction with 721,799 reactions and 888 catalyst types from USPTO (1) Reactant: C(=[N:14][C:15]1[N:16]=[C:17]2[C:23]([Cl:24])=[CH:22][N:21]([CH2:25][O:26][CH2:27][CH2:28][Si:29]([CH3:32])([CH3:31])[CH3:30])[C:18]2=[N:19][CH:20]=1)(C1C=CC=CC=1)C1C=CC=CC=1.CC([O-])=O.[Na+].NO.Cl. Product: [Cl:24][C:23]1[C:17]2[C:18](=[N:19][CH:20]=[C:15]([NH2:14])[N:16]=2)[N:21]([CH2:25][O:26][CH2:27][CH2:28][Si:29]([CH3:32])([CH3:31])[CH3:30])[CH:22]=1. The catalyst class is: 5. (2) Reactant: [CH2:1]([O:8][C:9](=[O:44])[CH2:10][C@@H:11]([N:25]1[CH:29]=[CH:28][C:27]([C:30]2[CH:35]=[CH:34][C:33]([C:36]3[CH:41]=[CH:40][C:39]([C:42]#[N:43])=[CH:38][CH:37]=3)=[CH:32][CH:31]=2)=[CH:26]1)[C:12]([NH:14][C@@H:15]([CH2:18][C:19]1[CH:24]=[CH:23][CH:22]=[CH:21][CH:20]=1)[CH2:16][OH:17])=[O:13])[C:2]1[CH:7]=[CH:6][CH:5]=[CH:4][CH:3]=1.C([O:52]C(=O)C(N)[C@@H](C(OCCCC)=O)C(N[C@@H](CC1C=CC=CC=1)CO)=O)C1C=CC=CC=1.FC(F)(F)C(O)=O.C(OC(=O)C[C@@H](N)C(N[C@@H](CC1C=CC=CC=1)CO)=O)C1C=CC=CC=1. Product: [CH2:1]([O:8][C:9](=[O:44])[CH2:10][CH:11]([N:25]1[CH:29]=[CH:28][C:27]([C:30]2[CH:31]=[CH:32][C:33]([C:36]3[CH:37]=[CH:38][C:39]([C:42](=[O:52])[NH2:43])=[CH:40][CH:41]=3)=[CH:34][CH:35]=2)=[CH:26]1)[C:12]([NH:14][CH:15]([CH2:18][C:19]1[CH:24]=[CH:23][CH:22]=[CH:21][CH:20]=1)[CH2:16][OH:17])=[O:13])[C:2]1[CH:7]=[CH:6][CH:5]=[CH:4][CH:3]=1. The catalyst class is: 26. (3) Reactant: [C:1]([O:5][P:6]([O:13][CH2:14][CH2:15][N:16]([CH2:27][CH3:28])C(=O)OCC1C=CC=CC=1)([O:8][C:9]([CH3:12])([CH3:11])[CH3:10])=[O:7])([CH3:4])([CH3:3])[CH3:2]. Product: [P:6]([O:13][CH2:14][CH2:15][NH:16][CH2:27][CH3:28])([O:5][C:1]([CH3:2])([CH3:3])[CH3:4])([O:8][C:9]([CH3:10])([CH3:11])[CH3:12])=[O:7]. The catalyst class is: 19. (4) Reactant: [F:1][C:2]1[CH:7]=[CH:6][CH:5]=[CH:4][C:3]=1[S:8]([N:11]1[CH2:16][CH2:15][CH:14]([CH2:17][N:18]2[C:26]3[C:21](=[CH:22][C:23]([C:27]4[CH:28]=[N:29][N:30](C5CCCCO5)[CH:31]=4)=[CH:24][CH:25]=3)[CH:20]=[CH:19]2)[CH2:13][CH2:12]1)(=[O:10])=[O:9].O.C1(C)C=CC(S(O)(=O)=O)=CC=1. Product: [F:1][C:2]1[CH:7]=[CH:6][CH:5]=[CH:4][C:3]=1[S:8]([N:11]1[CH2:16][CH2:15][CH:14]([CH2:17][N:18]2[C:26]3[C:21](=[CH:22][C:23]([C:27]4[CH:31]=[N:30][NH:29][CH:28]=4)=[CH:24][CH:25]=3)[CH:20]=[CH:19]2)[CH2:13][CH2:12]1)(=[O:9])=[O:10]. The catalyst class is: 138. (5) Reactant: C([O-])([O-])=O.[K+].[K+].[F:7][C:8]1[CH:9]=[C:10]([OH:15])[CH:11]=[CH:12][C:13]=1[F:14].[CH3:16][O:17][C:18](=[O:27])/[CH:19]=[C:20](\[NH:22][C:23](=[O:26])[CH2:24]Br)/[CH3:21]. Product: [F:7][C:8]1[CH:9]=[C:10]([CH:11]=[CH:12][C:13]=1[F:14])[O:15][CH2:24][C:23]([NH:22]/[C:20](/[CH3:21])=[CH:19]\[C:18]([O:17][CH3:16])=[O:27])=[O:26]. The catalyst class is: 21. (6) Product: [F:1][C:2]1[CH:7]=[C:6]([F:8])[CH:5]=[CH:4][C:3]=1[C@:9]([OH:10])([C@H:11]([N:19]1[CH2:24][CH2:23][CH2:22][CH:21]([C:25]2[CH:30]=[CH:29][CH:28]=[CH:27][N:26]=2)[CH2:20]1)[CH3:12])[CH2:13][N:14]1[CH:18]=[N:17][CH:16]=[N:15]1. Reactant: [F:1][C:2]1[CH:7]=[C:6]([F:8])[CH:5]=[CH:4][C:3]=1[C@@:9]1([CH2:13][N:14]2[CH:18]=[N:17][CH:16]=[N:15]2)[C@H:11]([CH3:12])[O:10]1.[NH:19]1[CH2:24][CH2:23][CH2:22][CH:21]([C:25]2[CH:30]=[CH:29][CH:28]=[CH:27][N:26]=2)[CH2:20]1.O.O.O.Cl([O-])(=O)(=O)=O.[Li+]. The catalyst class is: 10.